This data is from Full USPTO retrosynthesis dataset with 1.9M reactions from patents (1976-2016). The task is: Predict the reactants needed to synthesize the given product. (1) Given the product [CH2:1]([O:3][C:4](=[O:9])[C:5]([CH3:7])([O:17][C:12]1[CH:13]=[CH:14][CH:15]=[CH:16][C:11]=1[CH3:10])[CH3:6])[CH3:2], predict the reactants needed to synthesize it. The reactants are: [CH2:1]([O:3][C:4](=[O:9])[C:5](Br)([CH3:7])[CH3:6])[CH3:2].[CH3:10][C:11]1[CH:16]=[CH:15][CH:14]=[CH:13][C:12]=1[OH:17].C([O-])([O-])=O.[Cs+].[Cs+]. (2) The reactants are: C(OC(=O)[NH:7][C:8]1[CH:13]=[CH:12][C:11]([N:14]2[CH:18]=[CH:17][CH:16]=[CH:15]2)=[CH:10][C:9]=1[NH:19][C:20](=[O:32])[CH2:21][C:22]([C:24]1[CH:29]=[CH:28][CH:27]=[C:26]([C:30]#[N:31])[CH:25]=1)=O)(C)(C)C.C(O)(C(F)(F)F)=O. Given the product [O:32]=[C:20]1[CH2:21][C:22]([C:24]2[CH:25]=[C:26]([CH:27]=[CH:28][CH:29]=2)[C:30]#[N:31])=[N:7][C:8]2[CH:13]=[CH:12][C:11]([N:14]3[CH:18]=[CH:17][CH:16]=[CH:15]3)=[CH:10][C:9]=2[NH:19]1, predict the reactants needed to synthesize it. (3) Given the product [Br:27][C:5]1[CH:6]=[C:7]([CH2:10][O:11]/[N:12]=[CH:13]/[C:14]2[C:18]3[CH:19]=[CH:20][CH:21]=[CH:22][C:17]=3[O:16][C:15]=2[CH2:23][CH2:24][CH2:25][CH3:26])[CH:8]=[CH:9][C:4]=1[C:3]([OH:28])=[O:2], predict the reactants needed to synthesize it. The reactants are: C[O:2][C:3](=[O:28])[C:4]1[CH:9]=[CH:8][C:7]([CH2:10][O:11]/[N:12]=[CH:13]/[C:14]2[C:18]3[CH:19]=[CH:20][CH:21]=[CH:22][C:17]=3[O:16][C:15]=2[CH2:23][CH2:24][CH2:25][CH3:26])=[CH:6][C:5]=1[Br:27].C(O)C.O.[OH-].[Na+]. (4) Given the product [CH3:1][C:2]1[CH:6]=[C:5]([CH3:7])[N:4]([C:8]2[N:13]=[C:12]([C:14]3[O:15][C:16]([CH3:19])=[CH:17][CH:18]=3)[N:11]=[C:10]([NH:20][C:45]([N:43]3[CH2:44][CH2:26][N:25]([CH3:28])[CH2:24][CH2:42]3)=[O:46])[CH:9]=2)[N:3]=1, predict the reactants needed to synthesize it. The reactants are: [CH3:1][C:2]1[CH:6]=[C:5]([CH3:7])[N:4]([C:8]2[N:13]=[C:12]([C:14]3[O:15][C:16]([CH3:19])=[CH:17][CH:18]=3)[N:11]=[C:10]([NH2:20])[CH:9]=2)[N:3]=1.[H-].[Na+].C1N=[CH:26][N:25]([C:28](N2C=NC=C2)=O)[CH:24]=1.CN1CCNCC1.[CH3:42][N:43]([CH:45]=[O:46])[CH3:44].C1COCC1.